Dataset: Forward reaction prediction with 1.9M reactions from USPTO patents (1976-2016). Task: Predict the product of the given reaction. (1) The product is: [C:21]1([CH:16]2[CH2:15][CH2:14][C:13]3[C:18](=[CH:19][CH:20]=[C:11]([O:10][C:7]4[CH:6]=[CH:5][C:4]([C:45]#[N:46])=[CH:9][N:8]=4)[CH:12]=3)[O:17]2)[CH:26]=[CH:25][CH:24]=[CH:23][CH:22]=1. Given the reactants [N+]([C:4]1[CH:5]=[CH:6][C:7]([O:10][C:11]2[CH:12]=[C:13]3[C:18](=[CH:19][CH:20]=2)[O:17][CH:16]([C:21]2[CH:26]=[CH:25][CH:24]=[CH:23][CH:22]=2)[CH2:15][CH2:14]3)=[N:8][CH:9]=1)([O-])=O.C1(C2CCC3C(=CC=C(O)C=3)O2)C=CC=CC=1.Cl[C:45]1C=CC(C#N)=C[N:46]=1, predict the reaction product. (2) Given the reactants [CH3:1][O:2][C:3]1[CH:4]=[CH:5][C:6]2[NH:11]C(=O)[O:9][C:8](=O)[C:7]=2[CH:14]=1.[OH-].[NH4+:16], predict the reaction product. The product is: [NH2:11][C:6]1[CH:5]=[CH:4][C:3]([O:2][CH3:1])=[CH:14][C:7]=1[C:8]([NH2:16])=[O:9]. (3) Given the reactants N([O-])=O.[Na+].[CH2:5]([O:7][C:8](=[O:16])[CH2:9][C:10]1[N:11]=[C:12](N)[S:13][CH:14]=1)[CH3:6].[Br-:17].[Na+].Cl, predict the reaction product. The product is: [CH2:5]([O:7][C:8](=[O:16])[CH2:9][C:10]1[N:11]=[C:12]([Br:17])[S:13][CH:14]=1)[CH3:6]. (4) Given the reactants [CH3:1][O:2][C:3]1[CH:4]=[C:5]2[C:14](=[CH:15][CH:16]=1)[C:13](=[O:17])[CH:12]([C:18]1[CH:23]=[CH:22][C:21]([O:24][CH3:25])=[CH:20][CH:19]=1)[CH:11]1[CH:6]2[CH2:7][CH2:8][CH2:9][CH2:10]1.[BH4-].[Na+].C(O)C, predict the reaction product. The product is: [CH3:1][O:2][C:3]1[CH:4]=[C:5]2[C:14](=[CH:15][CH:16]=1)[CH:13]([OH:17])[CH:12]([C:18]1[CH:23]=[CH:22][C:21]([O:24][CH3:25])=[CH:20][CH:19]=1)[CH:11]1[CH:6]2[CH2:7][CH2:8][CH2:9][CH2:10]1. (5) Given the reactants [CH:1]([NH:4][C:5]([C:7]1[CH:8]=[C:9](B(O)O)[CH:10]=[CH:11][CH:12]=1)=[O:6])([CH3:3])[CH3:2].P([O-])([O-])([O-])=O.[K+].[K+].[K+].Br[C:25]1[C:33]2[C:28](=[N:29][C:30]([NH2:34])=[N:31][CH:32]=2)[N:27]([CH3:35])[N:26]=1.C1(P(C2CCCCC2)C2CCCCC2)CCCCC1.B(O)O, predict the reaction product. The product is: [NH2:34][C:30]1[N:29]=[C:28]2[N:27]([CH3:35])[N:26]=[C:25]([C:9]3[CH:8]=[C:7]([CH:12]=[CH:11][CH:10]=3)[C:5]([NH:4][CH:1]([CH3:3])[CH3:2])=[O:6])[C:33]2=[CH:32][N:31]=1.